Predict the reactants needed to synthesize the given product. From a dataset of Full USPTO retrosynthesis dataset with 1.9M reactions from patents (1976-2016). (1) Given the product [CH3:32][S:33]([O:1][CH:2]1[CH2:3][CH2:4][C:5]([C:16]2[CH:21]=[CH:20][N:19]=[CH:18][C:17]=2[N+:22]([O-:24])=[O:23])=[CH:6][CH:7]1[NH:8][C:9]([O:10][C:11]([CH3:12])([CH3:13])[CH3:14])=[O:15])(=[O:35])=[O:34], predict the reactants needed to synthesize it. The reactants are: [OH:1][CH:2]1[CH:7]([NH:8][C:9](=[O:15])[O:10][C:11]([CH3:14])([CH3:13])[CH3:12])[CH:6]=[C:5]([C:16]2[CH:21]=[CH:20][N:19]=[CH:18][C:17]=2[N+:22]([O-:24])=[O:23])[CH2:4][CH2:3]1.C(N(CC)CC)C.[CH3:32][S:33](Cl)(=[O:35])=[O:34]. (2) Given the product [CH2:6]([O:5][P:4]([CH:9]([NH:10][C:11]1[C:12]2[CH:19]=[C:18]([Br:20])[S:17][C:13]=2[N:14]=[CH:15][N:16]=1)[C:25]1[CH:30]=[CH:29][CH:28]=[CH:27][CH:26]=1)(=[O:8])[O:3][CH2:1][CH3:2])[CH3:7], predict the reactants needed to synthesize it. The reactants are: [CH2:1]([O:3][P:4]([CH2:9][NH:10][C:11]1[C:12]2[CH:19]=[C:18]([Br:20])[S:17][C:13]=2[N:14]=[CH:15][N:16]=1)(=[O:8])[O:5][CH2:6][CH3:7])[CH3:2].C(N(CC)C(P(=O)(OCC)OCC)[C:25]1[CH:30]=[CH:29][CH:28]=[CH:27][CH:26]=1)C.BrC1SC2N=CN=C(Cl)C=2C=1.